Dataset: Forward reaction prediction with 1.9M reactions from USPTO patents (1976-2016). Task: Predict the product of the given reaction. (1) Given the reactants C([O:8][N:9]([CH2:12][C@@H:13]([CH2:17][CH2:18][CH2:19][CH3:20])[C:14](O)=[O:15])[CH:10]=[O:11])C1C=CC=CC=1.[CH3:21][C:22]1[CH:35]=[CH:34][C:25]2[NH:26][C:27]([C@@H:29]3[CH2:33][CH2:32][CH2:31][NH:30]3)=[N:28][C:24]=2[CH:23]=1, predict the reaction product. The product is: [OH:8][N:9]([CH2:12][C@H:13]([C:14]([N:30]1[CH2:31][CH2:32][CH2:33][C@H:29]1[C:27]1[NH:26][C:25]2[CH:34]=[CH:35][C:22]([CH3:21])=[CH:23][C:24]=2[N:28]=1)=[O:15])[CH2:17][CH2:18][CH2:19][CH3:20])[CH:10]=[O:11]. (2) Given the reactants [F:1][C:2]1[CH:3]=[C:4]([CH:37]=[CH:38][C:39]=1[F:40])[O:5][CH:6]([CH2:12][C:13]1[CH:18]=[CH:17][C:16]([O:19][CH2:20][CH2:21][NH:22][C:23](=[O:36])[C:24]2[CH:29]=[CH:28][C:27]([C:30]3[CH:35]=[CH:34][CH:33]=[CH:32][N:31]=3)=[CH:26][CH:25]=2)=[CH:15][CH:14]=1)[C:7]([O:9]CC)=[O:8].[OH-].[Na+], predict the reaction product. The product is: [F:1][C:2]1[CH:3]=[C:4]([CH:37]=[CH:38][C:39]=1[F:40])[O:5][CH:6]([CH2:12][C:13]1[CH:14]=[CH:15][C:16]([O:19][CH2:20][CH2:21][NH:22][C:23](=[O:36])[C:24]2[CH:29]=[CH:28][C:27]([C:30]3[CH:35]=[CH:34][CH:33]=[CH:32][N:31]=3)=[CH:26][CH:25]=2)=[CH:17][CH:18]=1)[C:7]([OH:9])=[O:8].